The task is: Regression. Given two drug SMILES strings and cell line genomic features, predict the synergy score measuring deviation from expected non-interaction effect.. This data is from NCI-60 drug combinations with 297,098 pairs across 59 cell lines. (1) Drug 1: CN(C)C1=NC(=NC(=N1)N(C)C)N(C)C. Drug 2: C1CN(P(=O)(OC1)NCCCl)CCCl. Cell line: MCF7. Synergy scores: CSS=-10.9, Synergy_ZIP=1.54, Synergy_Bliss=-5.65, Synergy_Loewe=-8.65, Synergy_HSA=-9.03. (2) Drug 1: C1=CC(=CC=C1CCCC(=O)O)N(CCCl)CCCl. Drug 2: C1C(C(OC1N2C=NC3=C2NC=NCC3O)CO)O. Cell line: UACC-257. Synergy scores: CSS=-6.65, Synergy_ZIP=-2.78, Synergy_Bliss=-10.4, Synergy_Loewe=-15.2, Synergy_HSA=-11.9.